From a dataset of Catalyst prediction with 721,799 reactions and 888 catalyst types from USPTO. Predict which catalyst facilitates the given reaction. (1) The catalyst class is: 1. Reactant: [Br:1][C:2]1[CH:14]=[C:13]2[C:5]([C:6]3[CH:7]=[CH:8][C:9]([C:15]([O:17][CH3:18])=[O:16])=[CH:10][C:11]=3[NH:12]2)=[C:4]([C:19]#[N:20])[CH:3]=1.[C:21]1([CH:27]([CH:29]2[CH2:34][CH2:33][O:32][CH2:31][CH2:30]2)O)[CH:26]=[CH:25][CH:24]=[CH:23][CH:22]=1.C1C=CC(P(C2C=CC=CC=2)C2C=CC=CC=2)=CC=1.CC(OC(/N=N/C(OC(C)C)=O)=O)C. Product: [Br:1][C:2]1[CH:14]=[C:13]2[C:5]([C:6]3[CH:7]=[CH:8][C:9]([C:15]([O:17][CH3:18])=[O:16])=[CH:10][C:11]=3[N:12]2[CH:27]([C:21]2[CH:26]=[CH:25][CH:24]=[CH:23][CH:22]=2)[CH:29]2[CH2:30][CH2:31][O:32][CH2:33][CH2:34]2)=[C:4]([C:19]#[N:20])[CH:3]=1. (2) Reactant: [NH2:1][C:2]([NH:4][C:5]1[S:6][C:7]([C:13]2[CH:18]=[CH:17][CH:16]=[CH:15][C:14]=2[N:19]2[CH2:24][CH2:23][N:22](C(OC(C)(C)C)=O)[CH2:21][CH2:20]2)=[CH:8][C:9]=1[C:10]([NH2:12])=[O:11])=[O:3].FC(F)(F)C(O)=O. Product: [NH2:1][C:2]([NH:4][C:5]1[S:6][C:7]([C:13]2[CH:18]=[CH:17][CH:16]=[CH:15][C:14]=2[N:19]2[CH2:24][CH2:23][NH:22][CH2:21][CH2:20]2)=[CH:8][C:9]=1[C:10]([NH2:12])=[O:11])=[O:3]. The catalyst class is: 98. (3) Reactant: [CH2:1]([N:4]1[C:16]2[C:15]3[CH:14]=[CH:13][CH:12]=[CH:11][C:10]=3[N:9]=[C:8]([Cl:17])[C:7]=2[N:6]=[C:5]1[CH2:18][O:19][CH2:20][CH3:21])[CH:2]=[CH2:3].[C:22]1([CH:28]=[N+:29]([CH3:31])[O-:30])[CH:27]=[CH:26][CH:25]=[CH:24][CH:23]=1. Product: [C:22]1([CH:28]=[N+:29]([CH3:31])[O-:30])[CH:27]=[CH:26][CH:25]=[CH:24][CH:23]=1.[Cl:17][C:8]1[C:7]2[N:6]=[C:5]([CH2:18][O:19][CH2:20][CH3:21])[N:4]([CH2:1][CH:2]3[O:30][N:29]([CH3:31])[CH:28]([C:22]4[CH:27]=[CH:26][CH:25]=[CH:24][CH:23]=4)[CH2:3]3)[C:16]=2[C:15]2[CH:14]=[CH:13][CH:12]=[CH:11][C:10]=2[N:9]=1. The catalyst class is: 11. (4) Reactant: [CH3:1][O:2][C:3]([C:5]1([C:9]2[CH:14]=[CH:13][C:12]([NH:15][C:16]3[C:21]4[CH2:22][CH2:23][CH2:24][C:20]=4[N:19]=[C:18](Cl)[N:17]=3)=[CH:11][CH:10]=2)[CH2:8][CH2:7][CH2:6]1)=[O:4].[NH:26]1[CH2:31][CH2:30][O:29][CH2:28][CH2:27]1.C(N(C(C)C)CC)(C)C. Product: [CH3:1][O:2][C:3]([C:5]1([C:9]2[CH:14]=[CH:13][C:12]([NH:15][C:16]3[C:21]4[CH2:22][CH2:23][CH2:24][C:20]=4[N:19]=[C:18]([N:26]4[CH2:31][CH2:30][O:29][CH2:28][CH2:27]4)[N:17]=3)=[CH:11][CH:10]=2)[CH2:8][CH2:7][CH2:6]1)=[O:4]. The catalyst class is: 32. (5) Reactant: [CH3:1][C:2]1[N:3]=[C:4]([C:7]2[C:15]3[CH2:14][CH2:13][O:12][CH2:11][C:10]=3[S:9][C:8]=2[NH2:16])[S:5][CH:6]=1.[CH:17]12[CH2:24][CH2:23][CH:20]([CH2:21][CH2:22]1)[C:19]1[C:25]([O:27][C:28](=[O:29])[C:18]2=1)=[O:26]. Product: [CH3:1][C:2]1[N:3]=[C:4]([C:7]2[C:15]3[CH2:14][CH2:13][O:12][CH2:11][C:10]=3[S:9][C:8]=2[NH:16][C:28]([C:18]2[CH:17]3[CH2:24][CH2:23][CH:20]([CH2:21][CH2:22]3)[C:19]=2[C:25]([OH:27])=[O:26])=[O:29])[S:5][CH:6]=1. The catalyst class is: 28. (6) Reactant: [C:1]([O:5][C:6]([NH:8][C@@H:9]([CH2:20][C:21]#[CH:22])[C:10]([O:12][CH2:13][C:14]1[CH:19]=[CH:18][CH:17]=[CH:16][CH:15]=1)=[O:11])=[O:7])([CH3:4])([CH3:3])[CH3:2].O=C1O[C@H]([C@H](CO)O)C([O-])=C1O.[Na+].[N-:36]=[N+:37]=[N-:38].[Na+].[CH:40]1[CH:45]=[CH:44][C:43]([CH2:46]Br)=[CH:42][CH:41]=1. Product: [CH2:46]([N:36]1[CH:22]=[C:21]([CH2:20][C@H:9]([NH:8][C:6]([O:5][C:1]([CH3:4])([CH3:3])[CH3:2])=[O:7])[C:10]([O:12][CH2:13][C:14]2[CH:19]=[CH:18][CH:17]=[CH:16][CH:15]=2)=[O:11])[N:38]=[N:37]1)[C:43]1[CH:44]=[CH:45][CH:40]=[CH:41][CH:42]=1. The catalyst class is: 303.